This data is from CYP2D6 inhibition data for predicting drug metabolism from PubChem BioAssay. The task is: Regression/Classification. Given a drug SMILES string, predict its absorption, distribution, metabolism, or excretion properties. Task type varies by dataset: regression for continuous measurements (e.g., permeability, clearance, half-life) or binary classification for categorical outcomes (e.g., BBB penetration, CYP inhibition). Dataset: cyp2d6_veith. (1) The molecule is CC(N)Cc1ccccc1Sc1ccc(O)cc1.O=C(O)C(=O)O. The result is 1 (inhibitor). (2) The compound is CCOc1ccc(NC(=O)CCNS(=O)(=O)c2ccc3c(c2)c(=O)n(C)c(=O)n3C)cc1. The result is 0 (non-inhibitor). (3) The molecule is CCC12CN3CC(CC)(CN(C1)C3c1cccnc1)C2=O. The result is 0 (non-inhibitor). (4) The drug is Cc1cccc(-n2ncc3c(Nc4c(C)n(C)n(-c5ccccc5)c4=O)ncnc32)c1. The result is 0 (non-inhibitor). (5) The molecule is O=C(O)c1cc(S(=O)(=O)N2CCCCC2)ccc1F. The result is 0 (non-inhibitor). (6) The molecule is COC(=O)[C@@]1(Cc2ccc(OC)cc2)[C@H]2c3cc(C(=O)N4CCCC4)n(Cc4ccc(Cl)c(C(F)(F)F)c4)c3C[C@H]2CN1C(=O)c1ccccc1. The result is 0 (non-inhibitor). (7) The drug is Cc1cc(Oc2ccccc2)nc(NCc2ccccc2)n1. The result is 0 (non-inhibitor). (8) The drug is CCOc1ccc(N2C(=O)CN=C2Nc2ccccc2Cl)cc1. The result is 0 (non-inhibitor).